Dataset: Reaction yield outcomes from USPTO patents with 853,638 reactions. Task: Predict the reaction yield, written as a fraction of the theoretical maximum amount of product (1.0 means a 100% yield; for example, 0.34 means a 34% yield). (1) The reactants are FC(F)(F)C1C=CC(CN)=CC=1.[CH3:13][O:14][C:15]1[CH:20]=[CH:19][C:18]([CH2:21][CH2:22][NH2:23])=[CH:17][CH:16]=1.[C:24]([NH:32][C:33]1[CH:34]=[C:35]([CH:39]=[CH:40][N:41]=1)[C:36](O)=[O:37])(=[O:31])[C:25]1[CH:30]=[CH:29][CH:28]=[CH:27][CH:26]=1. The product is [C:24]([NH:32][C:33]1[CH:34]=[C:35]([CH:39]=[CH:40][N:41]=1)[C:36]([NH:23][CH2:22][CH2:21][C:18]1[CH:19]=[CH:20][C:15]([O:14][CH3:13])=[CH:16][CH:17]=1)=[O:37])(=[O:31])[C:25]1[CH:26]=[CH:27][CH:28]=[CH:29][CH:30]=1. No catalyst specified. The yield is 0.480. (2) The reactants are [Cl:1][C:2]1[C:7]([Cl:8])=[CH:6][C:5]([OH:9])=[C:4]([N+:10]([O-])=O)[CH:3]=1. The catalyst is C(O)(=O)C.O.[Fe]. The product is [NH2:10][C:4]1[CH:3]=[C:2]([Cl:1])[C:7]([Cl:8])=[CH:6][C:5]=1[OH:9]. The yield is 0.780. (3) The reactants are C(NC(C)C)(C)C.C([Li])CCC.[CH3:13][O:14][C:15](=[O:28])[CH2:16][C:17]1[CH:22]=[CH:21][CH:20]=[C:19]([S:23][C:24]([F:27])([F:26])[F:25])[CH:18]=1.I[CH2:30][CH:31]1[CH2:35][CH2:34][CH2:33][CH2:32]1. The catalyst is O1CCCC1.CN1CCCN(C)C1=O. The product is [CH3:13][O:14][C:15](=[O:28])[CH:16]([C:17]1[CH:22]=[CH:21][CH:20]=[C:19]([S:23][C:24]([F:27])([F:25])[F:26])[CH:18]=1)[CH2:30][CH:31]1[CH2:35][CH2:34][CH2:33][CH2:32]1. The yield is 0.890. (4) The reactants are Br[C:2]1[CH:8]=[CH:7][C:5]([NH2:6])=[C:4]([CH2:9][CH3:10])[CH:3]=1.[CH3:11][PH:12](=[O:14])[CH3:13].P([O-])([O-])([O-])=O.[K+].[K+].[K+]. The catalyst is CN(C=O)C.C([O-])(=O)C.[Pd+2].C([O-])(=O)C.CC1(C)C2C(=C(P(C3C=CC=CC=3)C3C=CC=CC=3)C=CC=2)OC2C(P(C3C=CC=CC=3)C3C=CC=CC=3)=CC=CC1=2. The product is [CH3:11][P:12]([C:2]1[CH:8]=[CH:7][C:5]([NH2:6])=[C:4]([CH2:9][CH3:10])[CH:3]=1)([CH3:13])=[O:14]. The yield is 0.780. (5) The reactants are Cl.C(O[C:5]([C:7]1[CH:8]=[C:9]2[C:13](=[CH:14][CH:15]=1)[NH:12][N:11]=[C:10]2[C:16]1[CH:21]=[CH:20][C:19]([F:22])=[CH:18][CH:17]=1)=[NH:6])C.C([N:25](CC)CC)C.[C:30]([NH:35]N)(=O)[CH:31]([CH3:33])[CH3:32]. The catalyst is C(O)C. The product is [F:22][C:19]1[CH:20]=[CH:21][C:16]([C:10]2[C:9]3[C:13](=[CH:14][CH:15]=[C:7]([C:5]4[NH:25][C:30]([CH:31]([CH3:33])[CH3:32])=[N:35][N:6]=4)[CH:8]=3)[NH:12][N:11]=2)=[CH:17][CH:18]=1. The yield is 0.450. (6) The product is [N:16]1([C:4]2[CH:5]=[C:6]3[CH:8]=[CH:9][NH:10][C:7]3=[CH:2][N:3]=2)[CH2:21][CH2:20][O:19][CH2:18][CH2:17]1. The yield is 0.520. The reactants are Cl[C:2]1[CH:7]=[C:6]([CH:8]=[CH:9][N:10](C)C)[C:5]([N+]([O-])=O)=[CH:4][N:3]=1.[NH:16]1[CH2:21][CH2:20][O:19][CH2:18][CH2:17]1.C([O-])=O.[NH4+]. The catalyst is [Pd].CO.C(Cl)Cl. (7) The reactants are [F:1][C:2]1[CH:3]=[C:4]([CH:15]=[CH:16][C:17]=1[F:18])[NH:5][C:6]1[CH:11]=[CH:10][CH:9]=[CH:8][C:7]=1[N+:12]([O-])=O. The catalyst is C(OCC)(=O)C.CO.[Pd]. The product is [F:1][C:2]1[CH:3]=[C:4]([NH:5][C:6]2[C:7]([NH2:12])=[CH:8][CH:9]=[CH:10][CH:11]=2)[CH:15]=[CH:16][C:17]=1[F:18]. The yield is 0.510. (8) The reactants are [CH3:1][C:2]1[CH:3]=[CH:4][C:5]([C:8]2[CH2:12][C@@H:11]([CH:13]=[CH2:14])[C@H:10]([O:15][Si](CC)(CC)CC)[C:9]=2[CH3:23])=[N:6][CH:7]=1.[F-].C([N+](CCCC)(CCCC)CCCC)CCC.O.C(OCC)(=O)C. The catalyst is C1COCC1. The product is [CH3:23][C:9]1[C@@H:10]([OH:15])[C@H:11]([CH:13]=[CH2:14])[CH2:12][C:8]=1[C:5]1[CH:4]=[CH:3][C:2]([CH3:1])=[CH:7][N:6]=1. The yield is 0.830. (9) The reactants are [CH2:1]([O:8][C:9]1[CH:10]=[C:11]2[C:16](=[CH:17][CH:18]=1)[C:15](=[O:19])[N:14]([CH2:20][CH:21]([CH3:23])[CH3:22])[C:13]([CH2:24]O)=[C:12]2[C:26]1[S:27][CH:28]=[CH:29][CH:30]=1)[C:2]1[CH:7]=[CH:6][CH:5]=[CH:4][CH:3]=1.S(Cl)([Cl:33])=O.C(=O)([O-])O.[Na+]. The catalyst is C1(C)C=CC=CC=1. The product is [CH2:1]([O:8][C:9]1[CH:10]=[C:11]2[C:16](=[CH:17][CH:18]=1)[C:15](=[O:19])[N:14]([CH2:20][CH:21]([CH3:23])[CH3:22])[C:13]([CH2:24][Cl:33])=[C:12]2[C:26]1[S:27][CH:28]=[CH:29][CH:30]=1)[C:2]1[CH:7]=[CH:6][CH:5]=[CH:4][CH:3]=1. The yield is 1.00.